From a dataset of Forward reaction prediction with 1.9M reactions from USPTO patents (1976-2016). Predict the product of the given reaction. (1) Given the reactants [CH2:1]([O:5][CH2:6][CH2:7][O:8][C:9]1[CH:14]=[CH:13][C:12]([C:15]2[CH:16]=[CH:17][C:18]3[N:24]([CH2:25][CH:26]([CH3:28])[CH3:27])[CH2:23][CH2:22][C:21]([C:29]([NH:31][C:32]4[CH:37]=[CH:36][C:35]([S:38][CH2:39][C:40]5[N:41]([CH2:45][CH2:46][OH:47])[CH:42]=[CH:43][N:44]=5)=[CH:34][CH:33]=4)=[O:30])=[CH:20][C:19]=3[CH:48]=2)=[CH:11][CH:10]=1)[CH2:2][CH2:3][CH3:4].ClC1C=CC=C(C(OO)=[O:57])C=1.S([O-])([O-])(=O)=S.[Na+].[Na+], predict the reaction product. The product is: [CH2:1]([O:5][CH2:6][CH2:7][O:8][C:9]1[CH:10]=[CH:11][C:12]([C:15]2[CH:16]=[CH:17][C:18]3[N:24]([CH2:25][CH:26]([CH3:27])[CH3:28])[CH2:23][CH2:22][C:21]([C:29]([NH:31][C:32]4[CH:33]=[CH:34][C:35]([S:38]([CH2:39][C:40]5[N:41]([CH2:45][CH2:46][OH:47])[CH:42]=[CH:43][N:44]=5)=[O:57])=[CH:36][CH:37]=4)=[O:30])=[CH:20][C:19]=3[CH:48]=2)=[CH:13][CH:14]=1)[CH2:2][CH2:3][CH3:4]. (2) Given the reactants [F:1][C:2]1[CH:3]=[C:4]([N:10]2[CH2:19][C:18]3[C:13](=[CH:14][CH:15]=[CH:16][CH:17]=3)[NH:12][C:11]2=[O:20])[CH:5]=[CH:6][C:7]=1[O:8]C.B(Br)(Br)Br, predict the reaction product. The product is: [F:1][C:2]1[CH:3]=[C:4]([N:10]2[CH2:19][C:18]3[C:13](=[CH:14][CH:15]=[CH:16][CH:17]=3)[NH:12][C:11]2=[O:20])[CH:5]=[CH:6][C:7]=1[OH:8]. (3) Given the reactants [CH3:1][O:2][C:3]1[CH:4]=[C:5]([C:9](=[S:11])[NH2:10])[CH:6]=[CH:7][CH:8]=1.Br[CH2:13][C:14](=O)[C:15]([F:18])([F:17])[F:16], predict the reaction product. The product is: [CH3:1][O:2][C:3]1[CH:4]=[C:5]([C:9]2[S:11][CH:13]=[C:14]([C:15]([F:18])([F:17])[F:16])[N:10]=2)[CH:6]=[CH:7][CH:8]=1. (4) Given the reactants Br[C:2]1[CH:10]=[CH:9][CH:8]=[C:7]2[C:3]=1[CH2:4][C:5](=[O:11])[NH:6]2.CC1(C)C(C)(C)OB(B2OC(C)(C)C(C)(C)O2)O1.CC([O-])=O.[K+].Br[C:36]1[C:37]([C@@H:42]([NH:52][C:53](=[O:59])[O:54][C:55]([CH3:58])([CH3:57])[CH3:56])[CH2:43][C:44]2[CH:49]=[C:48]([F:50])[CH:47]=[C:46]([F:51])[CH:45]=2)=[N:38][CH:39]=[CH:40][CH:41]=1.C([O-])([O-])=O.[K+].[K+], predict the reaction product. The product is: [F:50][C:48]1[CH:49]=[C:44]([CH2:43][C@H:42]([NH:52][C:53](=[O:59])[O:54][C:55]([CH3:57])([CH3:56])[CH3:58])[C:37]2[C:36]([C:2]3[CH:10]=[CH:9][CH:8]=[C:7]4[C:3]=3[CH2:4][C:5](=[O:11])[NH:6]4)=[CH:41][CH:40]=[CH:39][N:38]=2)[CH:45]=[C:46]([F:51])[CH:47]=1. (5) Given the reactants O.[Li].[Br:3][C:4]1[C:5](=[O:11])[NH:6][C:7]([Cl:10])=[N:8][CH:9]=1.CC1C=CC(S(O[CH2:23][C:24]2[CH:29]=[CH:28][C:27]([Cl:30])=[CH:26][CH:25]=2)(=O)=O)=CC=1.C(O)(=O)CC(CC(O)=O)(C(O)=O)O, predict the reaction product. The product is: [Br:3][C:4]1[C:5](=[O:11])[N:6]([CH2:23][C:24]2[CH:29]=[CH:28][C:27]([Cl:30])=[CH:26][CH:25]=2)[C:7]([Cl:10])=[N:8][CH:9]=1. (6) Given the reactants [C:1]1([N:7]2[C:12](=[O:13])[C:11]3[S:14][CH2:15][CH2:16][C:10]=3[NH:9][C:8]2=[S:17])[CH:6]=[CH:5][CH:4]=[CH:3][CH:2]=1.Cl[CH2:19][C:20]([NH:22][C:23]1[CH:28]=[CH:27][C:26]([C:29]2[CH:34]=[CH:33][CH:32]=[CH:31][CH:30]=2)=[CH:25][N:24]=1)=[O:21].C(N(CC)CC)C, predict the reaction product. The product is: [CH2:16]1[C:10]2[N:9]=[C:8]([S:17][CH2:19][C:20]([NH:22][C:23]3[CH:28]=[CH:27][C:26]([C:29]4[CH:34]=[CH:33][CH:32]=[CH:31][CH:30]=4)=[CH:25][N:24]=3)=[O:21])[N:7]([C:1]3[CH:2]=[CH:3][CH:4]=[CH:5][CH:6]=3)[C:12](=[O:13])[C:11]=2[S:14][CH2:15]1. (7) The product is: [CH3:10][O:11][C:2]1[CH:7]=[C:6]([CH2:8][OH:9])[CH:5]=[CH:4][N:3]=1. Given the reactants Cl[C:2]1[CH:7]=[C:6]([CH2:8][OH:9])[CH:5]=[CH:4][N:3]=1.[CH3:10][O-:11].[Na+], predict the reaction product. (8) Given the reactants ClC1N=C(C2SC=NC=2C2C=C(NC(=O)C3C(F)=CC=CC=3F)C=CC=2)C=CN=1.Cl.FC(F)(F)C(N1CCC2C(=CC(N)=CC=2)C1)=O.[F:48][C:49]1[CH:91]=[CH:90][CH:89]=[C:88]([F:92])[C:50]=1[C:51]([NH:53][C:54]1[CH:59]=[CH:58][CH:57]=[C:56]([C:60]2[N:61]=[CH:62][S:63][C:64]=2[C:65]2[CH:70]=[CH:69][N:68]=[C:67]([NH:71][C:72]3[CH:81]=[C:80]4[C:75]([CH2:76][CH2:77][N:78](C(=O)C(F)(F)F)[CH2:79]4)=[CH:74][CH:73]=3)[N:66]=2)[CH:55]=1)=[O:52].[Li+].[OH-].C(O)(C(F)(F)F)=O, predict the reaction product. The product is: [F:92][C:88]1[CH:89]=[CH:90][CH:91]=[C:49]([F:48])[C:50]=1[C:51]([NH:53][C:54]1[CH:59]=[CH:58][CH:57]=[C:56]([C:60]2[N:61]=[CH:62][S:63][C:64]=2[C:65]2[CH:70]=[CH:69][N:68]=[C:67]([NH:71][C:72]3[CH:81]=[C:80]4[C:75]([CH2:76][CH2:77][NH:78][CH2:79]4)=[CH:74][CH:73]=3)[N:66]=2)[CH:55]=1)=[O:52]. (9) Given the reactants [P:1]([O-:5])([O-:4])([O-:3])=[O:2].[N:6]1([C:12]2[S:13]/[C:14](=[CH:18]\[C:19]3[CH:24]=[CH:23][C:22]([F:25])=[CH:21][C:20]=3O)/[C:15](=[O:17])[N:16]=2)[CH2:11][CH2:10][CH2:9][CH2:8][NH:7]1, predict the reaction product. The product is: [N:6]1([C:12]2[S:13]/[C:14](=[CH:18]\[C:19]3[CH:20]=[CH:21][C:22]([F:25])=[CH:23][C:24]=3[O:2][P:1](=[O:5])([OH:4])[OH:3])/[C:15](=[O:17])[N:16]=2)[CH2:11][CH2:10][CH2:9][CH2:8][NH:7]1. (10) Given the reactants [CH3:1][O:2][C:3]1[CH:4]=[C:5]([CH:18]=[C:19]([O:21][CH3:22])[CH:20]=1)[C:6]1[O:7][C:8]2[C:13]([C:14](=[O:16])[CH:15]=1)=[CH:12][CH:11]=[C:10]([OH:17])[CH:9]=2.[H-].[Na+].[CH2:25]([CH:27]1[O:29][CH2:28]1)Cl, predict the reaction product. The product is: [CH3:22][O:21][C:19]1[CH:18]=[C:5]([CH:4]=[C:3]([O:2][CH3:1])[CH:20]=1)[C:6]1[O:7][C:8]2[C:13]([C:14](=[O:16])[CH:15]=1)=[CH:12][CH:11]=[C:10]([O:17][CH2:25][CH:27]1[O:29][CH2:28]1)[CH:9]=2.